From a dataset of Forward reaction prediction with 1.9M reactions from USPTO patents (1976-2016). Predict the product of the given reaction. Given the reactants Cl.[CH3:2][C:3]1[CH:12]=[CH:11][C:10]2[C:5](=[CH:6][CH:7]=[CH:8][C:9]=2[N:13]2[CH2:18][CH2:17][N:16]([CH2:19][CH2:20][C:21]3[C:30]4[O:29][CH2:28][C:27]5=[C:31]([C:34](=[O:36])[CH3:35])[N:32]=[CH:33][N:26]5[C:25]=4[CH:24]=[CH:23][CH:22]=3)[CH2:15][CH2:14]2)[N:4]=1, predict the reaction product. The product is: [CH3:14][N:13]([CH3:18])/[C:9](/[CH3:8])=[CH:35]\[C:34]([C:31]1[N:32]=[CH:33][N:26]2[C:25]3[CH:24]=[CH:23][CH:22]=[C:21]([CH2:20][CH2:19][N:16]4[CH2:15][CH2:14][N:13]([C:9]5[CH:8]=[CH:7][CH:6]=[C:5]6[C:10]=5[CH:11]=[CH:12][C:3]([CH3:2])=[N:4]6)[CH2:18][CH2:17]4)[C:30]=3[O:29][CH2:28][C:27]=12)=[O:36].